Task: Regression. Given a peptide amino acid sequence and an MHC pseudo amino acid sequence, predict their binding affinity value. This is MHC class I binding data.. Dataset: Peptide-MHC class I binding affinity with 185,985 pairs from IEDB/IMGT The binding affinity (normalized) is 0.364. The peptide sequence is QAISPRTLNAW. The MHC is HLA-B15:01 with pseudo-sequence HLA-B15:01.